Dataset: Catalyst prediction with 721,799 reactions and 888 catalyst types from USPTO. Task: Predict which catalyst facilitates the given reaction. (1) Reactant: [F:1][C:2]1[CH:46]=[N:45][C:5]2[N:6]([C:26]3[CH:27]=[C:28]([C:32]4[CH:37]=[CH:36][CH:35]=[CH:34][C:33]=4[CH2:38][N:39]4[CH2:44][CH2:43][O:42][CH2:41][CH2:40]4)[CH:29]=[CH:30][CH:31]=3)[C:7](=[O:25])[N:8]([C@@H:11]3[CH2:16][CH2:15][C@H:14]([NH:17]C(=O)OC(C)(C)C)[CH2:13][CH2:12]3)[C:9](=[O:10])[C:4]=2[CH:3]=1.Cl. Product: [NH2:17][C@@H:14]1[CH2:15][CH2:16][C@H:11]([N:8]2[C:9](=[O:10])[C:4]3[CH:3]=[C:2]([F:1])[CH:46]=[N:45][C:5]=3[N:6]([C:26]3[CH:27]=[C:28]([C:32]4[CH:37]=[CH:36][CH:35]=[CH:34][C:33]=4[CH2:38][N:39]4[CH2:44][CH2:43][O:42][CH2:41][CH2:40]4)[CH:29]=[CH:30][CH:31]=3)[C:7]2=[O:25])[CH2:12][CH2:13]1. The catalyst class is: 12. (2) Reactant: C(Cl)(=O)C(Cl)=O.CS(C)=O.[OH:11][CH2:12][C:13]1[N:14]=[C:15]([C:18]2[CH:23]=[CH:22][CH:21]=[CH:20][C:19]=2[NH:24][C:25]([O:27][CH2:28][CH:29]2[CH2:34][CH2:33][N:32]([C:35]([O:37][C:38]([CH3:41])([CH3:40])[CH3:39])=[O:36])[CH2:31][CH2:30]2)=[O:26])[S:16][CH:17]=1.C(N(CC)CC)C. Product: [CH:12]([C:13]1[N:14]=[C:15]([C:18]2[CH:23]=[CH:22][CH:21]=[CH:20][C:19]=2[NH:24][C:25]([O:27][CH2:28][CH:29]2[CH2:34][CH2:33][N:32]([C:35]([O:37][C:38]([CH3:41])([CH3:40])[CH3:39])=[O:36])[CH2:31][CH2:30]2)=[O:26])[S:16][CH:17]=1)=[O:11]. The catalyst class is: 4. (3) The catalyst class is: 5. Reactant: [C:1]([CH:3]=[C:4]1[CH2:7][N:6]([C:8]([O:10][C:11]([CH3:14])([CH3:13])[CH3:12])=[O:9])[CH2:5]1)#[N:2].[CH3:15][NH:16][CH3:17]. Product: [C:1]([CH2:3][C:4]1([N:16]([CH3:17])[CH3:15])[CH2:7][N:6]([C:8]([O:10][C:11]([CH3:14])([CH3:13])[CH3:12])=[O:9])[CH2:5]1)#[N:2]. (4) Reactant: [F:1][C:2]1[CH:7]=[CH:6][C:5]([S:8]([NH:11][C:12]2[CH:21]=[CH:20][C:19]3[CH2:18][CH2:17][CH2:16][C:15](=[O:22])[C:14]=3[C:13]=2[C:23]([OH:25])=[O:24])(=[O:10])=[O:9])=[CH:4][CH:3]=1.[CH3:26][Mg]Br. Product: [F:1][C:2]1[CH:7]=[CH:6][C:5]([S:8]([NH:11][C:12]2[CH:21]=[CH:20][C:19]3[CH2:18][CH2:17][CH2:16][C:15]([OH:22])([CH3:26])[C:14]=3[C:13]=2[C:23]([OH:25])=[O:24])(=[O:10])=[O:9])=[CH:4][CH:3]=1. The catalyst class is: 385. (5) Reactant: [F:1][C:2]1([S:9]([C:12]2[CH:17]=[CH:16][CH:15]=[C:14]([C:18]([F:21])([F:20])[F:19])[CH:13]=2)(=[O:11])=[O:10])[CH2:7][CH2:6][C:5](=O)[CH2:4][CH2:3]1.[CH2:22]([NH2:29])[C:23]1[CH:28]=[CH:27][CH:26]=[CH:25][CH:24]=1. Product: [F:1][C:2]1([S:9]([C:12]2[CH:17]=[CH:16][CH:15]=[C:14]([C:18]([F:21])([F:20])[F:19])[CH:13]=2)(=[O:11])=[O:10])[CH2:7][CH2:6][C:5](=[N:29][CH2:22][C:23]2[CH:28]=[CH:27][CH:26]=[CH:25][CH:24]=2)[CH2:4][CH2:3]1. The catalyst class is: 2. (6) Reactant: [CH:1]1([N:6]2[CH2:11][CH2:10][CH:9]([C:12]3[CH:17]=[CH:16][C:15]([NH:18][C:19]4[C:20]([C:34]([NH2:36])=[O:35])=[N:21][CH:22]=[C:23]([N:25]5[CH2:30][CH2:29][CH2:28][C@H:27]6[NH:31][CH2:32][CH2:33][C@@H:26]56)[N:24]=4)=[CH:14][CH:13]=3)[CH2:8][CH2:7]2)[CH2:5][CH2:4][CH2:3][CH2:2]1.CCN(C(C)C)C(C)C.[CH3:46][N:47]([CH3:51])[C:48]([Cl:50])=[O:49]. Product: [C:34]([C:20]1[N:21]=[CH:22][C:23]([N:25]2[CH2:30][CH2:29][CH2:28][C@H:27]3[N:31]([C:48]([N:47]([CH3:51])[CH3:46])=[O:49])[CH2:32][CH2:33][C@@H:26]23)=[N:24][C:19]=1[NH:18][C:15]1[CH:14]=[CH:13][C:12]([CH:9]2[CH2:8][CH2:7][N:6]([CH:1]3[CH2:5][CH2:4][CH2:3][CH2:2]3)[CH2:11][CH2:10]2)=[CH:17][CH:16]=1)(=[O:35])[NH2:36].[ClH:50]. The catalyst class is: 37. (7) Reactant: [F:1][C:2]([F:14])([F:13])[C:3]1[N:4]=[CH:5][NH:6][C:7]=1[C:8]([O:10][CH2:11][CH3:12])=[O:9].[Br:15]N1C(=O)CCC1=O. Product: [Br:15][C:5]1[NH:6][C:7]([C:8]([O:10][CH2:11][CH3:12])=[O:9])=[C:3]([C:2]([F:1])([F:13])[F:14])[N:4]=1. The catalyst class is: 10.